Task: Predict the reaction yield, written as a fraction of the theoretical maximum amount of product (1.0 means a 100% yield; for example, 0.34 means a 34% yield).. Dataset: Reaction yield outcomes from USPTO patents with 853,638 reactions (1) The reactants are CS(C)=O.C(Cl)(=O)C(Cl)=O.[CH2:11]([N:15]1[C:24]2[CH2:23][CH2:22][CH2:21][CH2:20][C:19]=2[CH:18]=[C:17]([CH2:25][OH:26])[C:16]1=[O:27])[CH2:12][CH2:13][CH3:14].C(N(CC)CC)C.Cl. The catalyst is C(Cl)Cl. The product is [CH2:11]([N:15]1[C:24]2[CH2:23][CH2:22][CH2:21][CH2:20][C:19]=2[CH:18]=[C:17]([CH:25]=[O:26])[C:16]1=[O:27])[CH2:12][CH2:13][CH3:14]. The yield is 0.560. (2) The reactants are CON(C)[C:4]([CH:6]1[O:11][CH2:10][CH2:9][N:8]([C:12]([O:14][C:15]([CH3:18])([CH3:17])[CH3:16])=[O:13])[CH2:7]1)=[O:5].[CH3:20][Mg+].[Br-].O. The catalyst is C1COCC1. The product is [C:4]([CH:6]1[O:11][CH2:10][CH2:9][N:8]([C:12]([O:14][C:15]([CH3:16])([CH3:17])[CH3:18])=[O:13])[CH2:7]1)(=[O:5])[CH3:20]. The yield is 0.860. (3) The reactants are [ClH:1].Cl.[N:3]1[NH:4][N:5]=[N:6][C:7]=1[C:8]1[CH:9]=[C:10]([NH2:15])[C:11]([NH2:14])=[CH:12][CH:13]=1.[SH:16][CH2:17][C:18](O)=O. The catalyst is Cl. The product is [ClH:1].[N:6]1[NH:5][N:4]=[N:3][C:7]=1[C:8]1[CH:13]=[CH:12][C:11]2[NH:14][C:18]([CH2:17][SH:16])=[N:15][C:10]=2[CH:9]=1. The yield is 0.650. (4) The reactants are [Cl:1][C:2]1[N:11]=[CH:10][CH:9]=[C:8](I)[C:3]=1[C:4]([O:6][CH3:7])=[O:5].[C:13]([Cu])#[N:14]. The catalyst is CC(N(C)C)=O. The product is [Cl:1][C:2]1[N:11]=[CH:10][CH:9]=[C:8]([C:13]#[N:14])[C:3]=1[C:4]([O:6][CH3:7])=[O:5]. The yield is 0.345. (5) The reactants are [OH:1][CH2:2][C:3]1[C:8]([CH3:9])=[CH:7][C:6]([NH:10][C:11]([CH2:13][CH2:14][N:15]2[CH2:20][CH2:19][CH:18]([O:21][C:22](=[O:36])[NH:23][C:24]3[CH:29]=[CH:28][CH:27]=[CH:26][C:25]=3[C:30]3[CH:35]=[CH:34][CH:33]=[CH:32][CH:31]=3)[CH2:17][CH2:16]2)=[O:12])=[C:5]([CH3:37])[CH:4]=1.CS(C)=O.C(N(C(C)C)CC)(C)C.O. The catalyst is ClCCl. The product is [CH:2]([C:3]1[C:8]([CH3:9])=[CH:7][C:6]([NH:10][C:11]([CH2:13][CH2:14][N:15]2[CH2:16][CH2:17][CH:18]([O:21][C:22](=[O:36])[NH:23][C:24]3[CH:29]=[CH:28][CH:27]=[CH:26][C:25]=3[C:30]3[CH:35]=[CH:34][CH:33]=[CH:32][CH:31]=3)[CH2:19][CH2:20]2)=[O:12])=[C:5]([CH3:37])[CH:4]=1)=[O:1]. The yield is 1.00. (6) The reactants are [F:1][C:2]1[CH:7]=[CH:6][C:5]([C:8]2[N:12]([S:13]([C:16]3[CH:21]=[CH:20][C:19]([C:22]([F:25])([F:24])[F:23])=[CH:18][CH:17]=3)(=[O:15])=[O:14])[CH:11]=[C:10]([CH:26]=O)[CH:9]=2)=[CH:4][CH:3]=1.[Cl-].C[NH3+].[C:31]([BH3-])#[N:32].[Na+]. The catalyst is CO. The product is [F:1][C:2]1[CH:7]=[CH:6][C:5]([C:8]2[N:12]([S:13]([C:16]3[CH:21]=[CH:20][C:19]([C:22]([F:25])([F:24])[F:23])=[CH:18][CH:17]=3)(=[O:15])=[O:14])[CH:11]=[C:10]([CH2:26][NH:32][CH3:31])[CH:9]=2)=[CH:4][CH:3]=1. The yield is 0.680. (7) The reactants are [CH3:1][O:2][C:3]1[CH:8]=[CH:7][C:6]([N:9]2[CH2:14][CH2:13][N:12]([CH2:15][CH2:16][NH2:17])[CH2:11][CH2:10]2)=[CH:5][CH:4]=1.[C:18]1([N:24]2[C:28]([C:29]3[O:30][CH:31]=[CH:32][CH:33]=3)=[CH:27][C:26]([CH:34]=O)=[N:25]2)[CH:23]=[CH:22][CH:21]=[CH:20][CH:19]=1. The product is [O:30]1[CH:31]=[CH:32][CH:33]=[C:29]1[C:28]1[N:24]([C:18]2[CH:19]=[CH:20][CH:21]=[CH:22][CH:23]=2)[N:25]=[C:26]([CH2:34][NH:17][CH2:16][CH2:15][N:12]2[CH2:11][CH2:10][N:9]([C:6]3[CH:5]=[CH:4][C:3]([O:2][CH3:1])=[CH:8][CH:7]=3)[CH2:14][CH2:13]2)[CH:27]=1. No catalyst specified. The yield is 0.741.